This data is from Peptide-MHC class II binding affinity with 134,281 pairs from IEDB. The task is: Regression. Given a peptide amino acid sequence and an MHC pseudo amino acid sequence, predict their binding affinity value. This is MHC class II binding data. (1) The peptide sequence is GRLEYCLKDRMNFDI. The MHC is DRB5_0101 with pseudo-sequence DRB5_0101. The binding affinity (normalized) is 0.205. (2) The binding affinity (normalized) is 0.494. The MHC is DRB1_0401 with pseudo-sequence DRB1_0401. The peptide sequence is NGSMRVFVDVIRALD. (3) The peptide sequence is VDAAFKVAATAANAAPANDK. The MHC is DRB1_0101 with pseudo-sequence DRB1_0101. The binding affinity (normalized) is 0.888. (4) The peptide sequence is MENRWQVMIVWQVDR. The MHC is H-2-IAb with pseudo-sequence H-2-IAb. The binding affinity (normalized) is 0.0421. (5) The peptide sequence is APSGRIVMELYADVV. The MHC is DRB1_0404 with pseudo-sequence DRB1_0404. The binding affinity (normalized) is 0.416. (6) The peptide sequence is KSYVKSKLKLLKGSE. The MHC is DRB1_1501 with pseudo-sequence DRB1_1501. The binding affinity (normalized) is 0.431.